Task: Regression/Classification. Given a drug SMILES string, predict its absorption, distribution, metabolism, or excretion properties. Task type varies by dataset: regression for continuous measurements (e.g., permeability, clearance, half-life) or binary classification for categorical outcomes (e.g., BBB penetration, CYP inhibition). For this dataset (solubility_aqsoldb), we predict Y.. Dataset: Aqueous solubility values for 9,982 compounds from the AqSolDB database (1) The molecule is Cc1c(-c2ccc(-c3ccccc3F)cc2)nc2ccc(F)cc2c1C(=O)O. The Y is -6.39 log mol/L. (2) The molecule is CC(CCOS(=O)(=O)c1ccccc1)[N-]c1ccc([N-]C(C)CCOS(=O)(=O)c2ccccc2)c2c1C(=O)c1ccccc1C2=O.[Na+].[Na+]. The Y is -0.438 log mol/L. (3) The compound is C[Si](C)(C)O[Si](C)(C)C. The Y is -4.91 log mol/L. (4) The drug is CC(C)C1=CC2=CCC3C(C)(C(=O)O)CCCC3(C)C2CC1. The Y is -3.80 log mol/L.